From a dataset of Forward reaction prediction with 1.9M reactions from USPTO patents (1976-2016). Predict the product of the given reaction. (1) Given the reactants [Cl:1][CH2:2][CH2:3][N:4]1[C:13]2[CH:12]=[CH:11][C:10]([CH3:14])=[CH:9][C:8]=2[C:7](=[O:15])[C:6]2[N:16]([CH3:19])[N:17]=[CH:18][C:5]1=2.[N-:20]=[N+]=[N-].[Na+].O, predict the reaction product. The product is: [ClH:1].[NH2:20][CH2:2][CH2:3][N:4]1[C:13]2[CH:12]=[CH:11][C:10]([CH3:14])=[CH:9][C:8]=2[C:7](=[O:15])[C:6]2[N:16]([CH3:19])[N:17]=[CH:18][C:5]1=2. (2) Given the reactants C[O:2][C:3]([C:5]1[S:6][CH:7]=[CH:8][C:9]=1[N:10]([CH2:22][C:23]1[CH:28]=[CH:27][CH:26]=[CH:25][CH:24]=1)[S:11]([C:14]1[CH:19]=[CH:18][C:17]([O:20][CH3:21])=[CH:16][CH:15]=1)(=[O:13])=[O:12])=[O:4].C1COCC1.[OH-].[Na+], predict the reaction product. The product is: [CH2:22]([N:10]([S:11]([C:14]1[CH:15]=[CH:16][C:17]([O:20][CH3:21])=[CH:18][CH:19]=1)(=[O:13])=[O:12])[C:9]1[CH:8]=[CH:7][S:6][C:5]=1[C:3]([OH:4])=[O:2])[C:23]1[CH:28]=[CH:27][CH:26]=[CH:25][CH:24]=1. (3) Given the reactants [C:1]([O:9][CH:10]([O:14][C:15]([NH:17][CH2:18][C:19]1([CH2:25][C:26]([OH:28])=[O:27])[CH2:24][CH2:23][CH2:22][CH2:21][CH2:20]1)=[O:16])[CH:11]([CH3:13])[CH3:12])(=[O:8])[C:2]1[CH:7]=[CH:6][CH:5]=[CH:4][CH:3]=1.[CH:29]1C=CC=CC=1.C[Si](C=[N+]=[N-])(C)C, predict the reaction product. The product is: [C:1]([O:9][CH:10]([O:14][C:15]([NH:17][CH2:18][C:19]1([CH2:25][C:26]([O:28][CH3:29])=[O:27])[CH2:24][CH2:23][CH2:22][CH2:21][CH2:20]1)=[O:16])[CH:11]([CH3:12])[CH3:13])(=[O:8])[C:2]1[CH:3]=[CH:4][CH:5]=[CH:6][CH:7]=1. (4) Given the reactants [F:1][C:2]1[C:7]([OH:8])=[CH:6][CH:5]=[C:4]([F:9])[C:3]=1[NH:10][C:11](=O)[C:12]1[C:17]([F:18])=[CH:16][CH:15]=[C:14]([C:19]2[CH:24]=[CH:23][CH:22]=[C:21]([F:25])[CH:20]=2)[C:13]=1[F:26], predict the reaction product. The product is: [F:26][C:13]1[C:14]([C:19]2[CH:24]=[CH:23][CH:22]=[C:21]([F:25])[CH:20]=2)=[CH:15][CH:16]=[C:17]([F:18])[C:12]=1[CH2:11][NH:10][C:3]1[C:2]([F:1])=[C:7]([OH:8])[CH:6]=[CH:5][C:4]=1[F:9]. (5) The product is: [CH:13]([C@H:12]1[CH2:16][NH:23][CH2:22][CH2:9][NH:11]1)([CH3:15])[CH3:14]. Given the reactants C(O[C:9]([NH:11][C@H:12]([C:16](O)=O)[CH:13]([CH3:15])[CH3:14])=O)C1C=CC=CC=1.COC(=O)[CH2:22][NH2:23].C(Cl)Cl.CO, predict the reaction product. (6) Given the reactants [CH2:1]([O:4][C:5]1[CH:16]=[C:15]([N+:17]([O-:19])=[O:18])[CH:14]=[CH:13][C:6]=1[C:7]([O:9]CC=C)=[O:8])[CH:2]=[CH2:3].[OH-].[K+], predict the reaction product. The product is: [CH2:1]([O:4][C:5]1[CH:16]=[C:15]([N+:17]([O-:19])=[O:18])[CH:14]=[CH:13][C:6]=1[C:7]([OH:9])=[O:8])[CH:2]=[CH2:3].